Dataset: HIV replication inhibition screening data with 41,000+ compounds from the AIDS Antiviral Screen. Task: Binary Classification. Given a drug SMILES string, predict its activity (active/inactive) in a high-throughput screening assay against a specified biological target. (1) The molecule is CCOP(=O)(OCC)C(C#N)=Cc1ccc2ccccc2c1. The result is 0 (inactive). (2) The compound is CCOC(=O)C(Cc1ccc2c(c1)CCC2)(Cc1ccc2c(c1)CCC2)C(=O)OCC. The result is 0 (inactive).